From a dataset of Forward reaction prediction with 1.9M reactions from USPTO patents (1976-2016). Predict the product of the given reaction. (1) Given the reactants [Cl:1][C:2]1[CH:7]=[CH:6][CH:5]=[CH:4][C:3]=1[N:8]1[C:12]([C:13]([OH:15])=O)=[CH:11][C:10]([C:16]([F:19])([F:18])[F:17])=[N:9]1.[C:20](Cl)(=O)C(Cl)=O.[CH3:26][C:27]1[CH:33]=[CH:32][CH:31]=[C:30]([N+:34]([O-])=O)[C:28]=1[NH2:29].C(N(CC)C(C)C)(C)C.[O:46]1[CH2:50][CH2:49][CH2:48]C1, predict the reaction product. The product is: [Cl:1][C:2]1[CH:7]=[CH:6][CH:5]=[CH:4][C:3]=1[N:8]1[C:12]([C:13]([NH:34][C:30]2[CH:31]=[CH:32][CH:33]=[C:27]([CH3:26])[C:28]=2[NH:29][C:50](=[O:46])[CH:49]([CH3:20])[CH3:48])=[O:15])=[CH:11][C:10]([C:16]([F:19])([F:18])[F:17])=[N:9]1. (2) Given the reactants Cl[C:2]1[CH:7]=[C:6]([CH3:8])[C:5]([N+:9]([O-:11])=[O:10])=[CH:4][N:3]=1.[F:12][C:13]1[CH:18]=[CH:17][CH:16]=[CH:15][C:14]=1B(O)O.C([O-])([O-])=O.[K+].[K+].O, predict the reaction product. The product is: [F:12][C:13]1[CH:18]=[CH:17][CH:16]=[CH:15][C:14]=1[C:2]1[CH:7]=[C:6]([CH3:8])[C:5]([N+:9]([O-:11])=[O:10])=[CH:4][N:3]=1. (3) Given the reactants C(OC([NH:8][C@H:9]([C:14]([N:16]([CH3:31])[C@@H:17]([CH2:27][CH:28]([CH3:30])[CH3:29])/[CH:18]=[C:19](\[CH2:25][CH3:26])/[C:20]([O:22][CH2:23][CH3:24])=[O:21])=[O:15])[C:10]([CH3:13])([CH3:12])[CH3:11])=O)(C)(C)C.[ClH:32], predict the reaction product. The product is: [ClH:32].[CH3:13][C:10]([CH3:11])([CH3:12])[C@@H:9]([C:14]([N:16]([CH3:31])[C@@H:17]([CH2:27][CH:28]([CH3:29])[CH3:30])/[CH:18]=[C:19](\[CH2:25][CH3:26])/[C:20]([O:22][CH2:23][CH3:24])=[O:21])=[O:15])[NH2:8]. (4) Given the reactants [CH2:1]([CH:8]1[CH2:17][C:16]2[C:11](=[CH:12][CH:13]=[CH:14][CH:15]=2)[CH2:10][NH:9]1)[C:2]1[CH:7]=[CH:6][CH:5]=[CH:4][CH:3]=1.CN(C)C1C=CC=CC=1.[Br:27][CH2:28][C:29](Br)=[O:30].O, predict the reaction product. The product is: [Br:27][CH2:28][C:29]([N:9]1[CH:8]([CH2:1][C:2]2[CH:3]=[CH:4][CH:5]=[CH:6][CH:7]=2)[CH2:17][C:16]2[C:11](=[CH:12][CH:13]=[CH:14][CH:15]=2)[CH2:10]1)=[O:30]. (5) The product is: [NH:8]1[C:12]2[CH:13]=[CH:14][CH:15]=[CH:16][C:11]=2[N:10]=[C:9]1[CH2:17][N:18]([CH:19]1[C:28]2[N:27]=[CH:26][CH:25]=[CH:24][C:23]=2[CH2:22][CH2:21][CH2:20]1)[CH2:38][CH2:37][CH2:36][NH2:35]. Given the reactants C(OC([N:8]1[C:12]2[CH:13]=[CH:14][CH:15]=[CH:16][C:11]=2[N:10]=[C:9]1[CH2:17][NH:18][CH:19]1[C:28]2[N:27]=[CH:26][CH:25]=[CH:24][C:23]=2[CH2:22][CH2:21][CH2:20]1)=O)(C)(C)C.C(OC(=O)[NH:35][CH2:36][CH2:37][CH:38]=O)(C)(C)C.[BH-](OC(C)=O)(OC(C)=O)OC(C)=O.[Na+].CC(O)=O, predict the reaction product.